This data is from Reaction yield outcomes from USPTO patents with 853,638 reactions. The task is: Predict the reaction yield, written as a fraction of the theoretical maximum amount of product (1.0 means a 100% yield; for example, 0.34 means a 34% yield). (1) The reactants are [CH3:1][C@H:2]1[C@:14]23[CH:17]=[C:18]([CH3:21])[C@H:19]([OH:20])[C@@:13]2([OH:22])[C@H:12]([OH:23])[C:11]([CH2:24][OH:25])=[CH:10][C@H:9]([C:15]3=[O:16])[C@@H:5]2[C:6]([CH3:8])([CH3:7])[C@@H:4]2[CH2:3]1.C([O-])(O)=O.[Na+].O.[C:32]1(C)[CH:37]=CC(S(O)(=O)=O)=C[CH:33]=1. The catalyst is CC(C)=O. The product is [CH3:1][C@H:2]1[C:14]23[CH:17]=[C:18]([CH3:21])[C@H:19]([OH:20])[C@@:13]2([OH:22])[C@H:12]2[C:11]([CH2:24][O:25][C:32]([CH3:37])([CH3:33])[O:23]2)=[CH:10][CH:9]([C:15]3=[O:16])[CH:5]2[C:6]([CH3:8])([CH3:7])[CH:4]2[CH2:3]1. The yield is 0.690. (2) The reactants are [C:1]([O:5][C:6](=[O:22])[N:7]([CH2:11][CH:12]([C:14]1[CH:19]=[CH:18][C:17]([Br:20])=[C:16]([F:21])[CH:15]=1)[OH:13])[CH2:8][CH2:9]O)([CH3:4])([CH3:3])[CH3:2].C(N(CC)CC)C.CS(Cl)(=O)=O. The catalyst is C1COCC1. The product is [C:1]([O:5][C:6]([N:7]1[CH2:8][CH2:9][O:13][CH:12]([C:14]2[CH:19]=[CH:18][C:17]([Br:20])=[C:16]([F:21])[CH:15]=2)[CH2:11]1)=[O:22])([CH3:4])([CH3:3])[CH3:2]. The yield is 0.470. (3) The reactants are [C:1]([O:4][C:5]1[C:10]([CH:11]([CH3:13])[CH3:12])=[CH:9][C:8]([O:14]C(=O)C)=[CH:7][C:6]=1[C:18]([CH3:21])([CH3:20])[CH3:19])(=[O:3])[CH3:2].Cl. The catalyst is CO. The product is [C:1]([O:4][C:5]1[C:10]([CH:11]([CH3:13])[CH3:12])=[CH:9][C:8]([OH:14])=[CH:7][C:6]=1[C:18]([CH3:19])([CH3:20])[CH3:21])(=[O:3])[CH3:2]. The yield is 0.700. (4) The catalyst is O.CO. The product is [C:3]([O:7][C:8]([NH:10][C@@H:11]([CH2:16][C:17]1[CH:22]=[CH:21][C:20]([O:23][CH:24]([CH3:26])[CH3:25])=[CH:19][CH:18]=1)[C:12]([OH:14])=[O:13])=[O:9])([CH3:5])([CH3:6])[CH3:4]. The yield is 0.900. The reactants are [OH-].[Li+].[C:3]([O:7][C:8]([NH:10][C@@H:11]([CH2:16][C:17]1[CH:22]=[CH:21][C:20]([O:23][CH:24]([CH3:26])[CH3:25])=[CH:19][CH:18]=1)[C:12]([O:14]C)=[O:13])=[O:9])([CH3:6])([CH3:5])[CH3:4].